This data is from Catalyst prediction with 721,799 reactions and 888 catalyst types from USPTO. The task is: Predict which catalyst facilitates the given reaction. (1) Reactant: [NH2:1][C:2]1[CH:11]=[CH:10][C:9]([Br:12])=[CH:8][C:3]=1[C:4]([O:6][CH3:7])=[O:5].[O:13]([CH2:20][C:21](Cl)=[O:22])[C:14]1[CH:19]=[CH:18][CH:17]=[CH:16][CH:15]=1.C(N(CC)CC)C. Product: [Br:12][C:9]1[CH:10]=[CH:11][C:2]([NH:1][C:21](=[O:22])[CH2:20][O:13][C:14]2[CH:19]=[CH:18][CH:17]=[CH:16][CH:15]=2)=[C:3]([CH:8]=1)[C:4]([O:6][CH3:7])=[O:5]. The catalyst class is: 4. (2) Reactant: [Cl:1][C:2]1[C:10]2[C:6](=[N:7][O:8][N:9]=2)[C:5]([S:11](Cl)(=[O:13])=[O:12])=[CH:4][CH:3]=1.[CH3:15][NH:16][CH3:17].C1COCC1.C(N(CC)CC)C. Product: [Cl:1][C:2]1[C:10]2=[N:9][O:8][N:7]=[C:6]2[C:5]([S:11]([N:16]([CH3:17])[CH3:15])(=[O:13])=[O:12])=[CH:4][CH:3]=1. The catalyst class is: 10. (3) Reactant: [CH3:1][C:2]#[C:3][CH2:4][N:5]1[C:9]([N:10]2[CH2:15][C@H:14]([NH2:16])[CH2:13][CH2:12][CH2:11]2)=[N:8][C:7]2[N:17]([CH3:35])[C:18]([N:20]([CH2:23][C:24]3[N:25]=[C:26]([CH3:34])[C:27]4[CH:28]=[CH:29][CH:30]=[CH:31][C:32]=4[N:33]=3)[C:21](=[O:22])[C:6]1=2)=[O:19].[C:36]([OH:44])(=[O:43])[C:37]1[CH:42]=[CH:41][CH:40]=[CH:39][CH:38]=1. Product: [CH3:1][C:2]#[C:3][CH2:4][N:5]1[C:9]([N:10]2[CH2:15][C@H:14]([NH2:16])[CH2:13][CH2:12][CH2:11]2)=[N:8][C:7]2[N:17]([CH3:35])[C:18]([N:20]([CH2:23][C:24]3[N:25]=[C:26]([CH3:34])[C:27]4[CH:28]=[CH:29][CH:30]=[CH:31][C:32]=4[N:33]=3)[C:21](=[O:22])[C:6]1=2)=[O:19].[C:36]([O-:44])(=[O:43])[C:37]1[CH:42]=[CH:41][CH:40]=[CH:39][CH:38]=1. The catalyst class is: 32. (4) Reactant: [CH3:1][C:2]1([CH3:24])[CH2:11][CH2:10][C:9]2[C:4](=[CH:5][CH:6]=[C:7]([S:12]([NH:15][CH2:16][C:17]([O:19][C:20]([CH3:23])([CH3:22])[CH3:21])=[O:18])(=[O:14])=[O:13])[CH:8]=2)[O:3]1.CCN(P1(N(C)CCCN1C)=NC(C)(C)C)CC.[Br:43][C:44]1[CH:49]=[C:48]([F:50])[CH:47]=[C:46]([CH2:51]Br)[CH:45]=1. Product: [Br:43][C:44]1[CH:45]=[C:46]([CH:47]=[C:48]([F:50])[CH:49]=1)[CH2:51][N:15]([CH2:16][C:17]([O:19][C:20]([CH3:23])([CH3:22])[CH3:21])=[O:18])[S:12]([C:7]1[CH:8]=[C:9]2[C:4](=[CH:5][CH:6]=1)[O:3][C:2]([CH3:24])([CH3:1])[CH2:11][CH2:10]2)(=[O:14])=[O:13]. The catalyst class is: 23. (5) Reactant: [Cl-].O[NH3+:3].[C:4](=[O:7])([O-])[OH:5].[Na+].CS(C)=O.[CH3:13][N:14]([CH3:51])[C:15]1[N:16]([C:40]2[CH:41]=[CH:42][C:43]3[O:47][C:46]([CH3:49])([CH3:48])[CH2:45][C:44]=3[CH:50]=2)[C:17](=[O:39])[C:18]([CH2:24][C:25]2[CH:30]=[CH:29][C:28]([C:31]3[C:32]([C:37]#[N:38])=[CH:33][CH:34]=[CH:35][CH:36]=3)=[CH:27][CH:26]=2)=[C:19]([CH2:21][CH2:22][CH3:23])[N:20]=1. Product: [CH3:51][N:14]([CH3:13])[C:15]1[N:16]([C:40]2[CH:41]=[CH:42][C:43]3[O:47][C:46]([CH3:49])([CH3:48])[CH2:45][C:44]=3[CH:50]=2)[C:17](=[O:39])[C:18]([CH2:24][C:25]2[CH:26]=[CH:27][C:28]([C:31]3[CH:36]=[CH:35][CH:34]=[CH:33][C:32]=3[C:37]3[NH:3][C:4](=[O:7])[O:5][N:38]=3)=[CH:29][CH:30]=2)=[C:19]([CH2:21][CH2:22][CH3:23])[N:20]=1. The catalyst class is: 6. (6) Reactant: CCN(CC)CC.C(O)=O.[O:11]=[C:12]([C:22]1[O:23][CH:24]=[CH:25][CH:26]=1)[CH2:13][NH:14][C:15](=[O:21])[O:16][C:17]([CH3:20])([CH3:19])[CH3:18]. Product: [O:23]1[CH:24]=[CH:25][CH:26]=[C:22]1[C@H:12]([OH:11])[CH2:13][NH:14][C:15]([O:16][C:17]([CH3:19])([CH3:18])[CH3:20])=[O:21]. The catalyst class is: 6. (7) Reactant: [OH:1][CH:2]([C:18]1[O:19][C:20]([C:23]2[N:28]=[CH:27][C:26]([C:29]([O:31][CH3:32])=[O:30])=[CH:25][CH:24]=2)=[CH:21][N:22]=1)[CH2:3][CH2:4][C:5]1[CH:10]=[CH:9][C:8]([O:11][C:12]2[CH:17]=[CH:16][CH:15]=[CH:14][CH:13]=2)=[CH:7][CH:6]=1.CC(OI1(OC(C)=O)(OC(C)=O)OC(=O)C2C=CC=CC1=2)=O.C([O-])(O)=O.[Na+]. Product: [O:11]([C:8]1[CH:7]=[CH:6][C:5]([CH2:4][CH2:3][C:2]([C:18]2[O:19][C:20]([C:23]3[N:28]=[CH:27][C:26]([C:29]([O:31][CH3:32])=[O:30])=[CH:25][CH:24]=3)=[CH:21][N:22]=2)=[O:1])=[CH:10][CH:9]=1)[C:12]1[CH:17]=[CH:16][CH:15]=[CH:14][CH:13]=1. The catalyst class is: 2. (8) Reactant: [CH3:1][CH:2]([C:4]1[C:12]2[C:7](=[C:8]([N+:18]([O-])=O)[CH:9]=[C:10]([C:13]([O:15][CH2:16][CH3:17])=[O:14])[CH:11]=2)[NH:6][CH:5]=1)[CH3:3]. Product: [NH2:18][C:8]1[CH:9]=[C:10]([C:13]([O:15][CH2:16][CH3:17])=[O:14])[CH:11]=[C:12]2[C:7]=1[NH:6][CH:5]=[C:4]2[CH:2]([CH3:3])[CH3:1]. The catalyst class is: 838.